Dataset: Full USPTO retrosynthesis dataset with 1.9M reactions from patents (1976-2016). Task: Predict the reactants needed to synthesize the given product. (1) Given the product [CH2:39]([O:41][P:42]([C:47]([C:48]1[CH:49]=[CH:50][C:51]([CH2:54][C:55](=[O:56])[NH:8][C@H:9]([C:10](=[O:11])[NH:12][C@H:13]([C:29](=[O:31])[NH2:30])[CH2:14][C:15]2[CH:16]=[CH:17][C:18]([C:21]3[S:25](=[O:27])(=[O:26])[NH:24][C:23](=[O:28])[CH:22]=3)=[CH:19][CH:20]=2)[CH2:32][C:33]2[CH:34]=[CH:35][CH:36]=[CH:37][CH:38]=2)=[CH:52][CH:53]=1)([F:59])[F:58])(=[O:43])[O:44][CH2:45][CH3:46])[CH3:40], predict the reactants needed to synthesize it. The reactants are: FC(F)(F)C(O)=O.[NH2:8][C@@H:9]([CH2:32][C:33]1[CH:38]=[CH:37][CH:36]=[CH:35][CH:34]=1)[C:10]([NH:12][C@H:13]([C:29](=[O:31])[NH2:30])[CH2:14][C:15]1[CH:20]=[CH:19][C:18]([C:21]2[S:25](=[O:27])(=[O:26])[NH:24][C:23](=[O:28])[CH:22]=2)=[CH:17][CH:16]=1)=[O:11].[CH2:39]([O:41][P:42]([C:47]([F:59])([F:58])[C:48]1[CH:53]=[CH:52][C:51]([CH2:54][C:55](O)=[O:56])=[CH:50][CH:49]=1)([O:44][CH2:45][CH3:46])=[O:43])[CH3:40]. (2) Given the product [F:18][C:19]1[CH:20]=[CH:21][C:22]([CH2:25][CH:26]2[CH2:27][CH2:28][N:29]([CH2:16][CH:13]3[CH2:14][CH2:15][N:11]([C:9]([O:8][CH2:1][C:2]4[CH:7]=[CH:6][CH:5]=[CH:4][CH:3]=4)=[O:10])[CH2:12]3)[CH2:30][CH2:31]2)=[CH:23][CH:24]=1, predict the reactants needed to synthesize it. The reactants are: [CH2:1]([O:8][C:9]([N:11]1[CH2:15][CH2:14][CH:13]([CH:16]=O)[CH2:12]1)=[O:10])[C:2]1[CH:7]=[CH:6][CH:5]=[CH:4][CH:3]=1.[F:18][C:19]1[CH:24]=[CH:23][C:22]([CH2:25][CH:26]2[CH2:31][CH2:30][NH:29][CH2:28][CH2:27]2)=[CH:21][CH:20]=1.C(O[BH-](OC(=O)C)OC(=O)C)(=O)C.[Na+]. (3) Given the product [CH3:1][O:2][C:3]1[CH:12]=[CH:11][C:10]2[C:5](=[CH:6][CH:7]=[C:8]([C:20]3[CH:19]=[CH:18][CH:17]=[C:16]([O:15][CH3:14])[CH:21]=3)[CH:9]=2)[CH:4]=1, predict the reactants needed to synthesize it. The reactants are: [CH3:1][O:2][C:3]1[CH:4]=[C:5]2[C:10](=[CH:11][CH:12]=1)[CH:9]=[C:8](Br)[CH:7]=[CH:6]2.[CH3:14][O:15][C:16]1[CH:17]=[C:18](B(O)O)[CH:19]=[CH:20][CH:21]=1. (4) Given the product [CH3:1][O:2][C:3]1[C:12]([O:13][CH3:14])=[C:11]2[C:6]([C:7]([N:15]([CH3:24])[C:16]3([CH3:21])[CH2:20][CH2:19][O:18][CH2:17]3)=[N:8][CH:9]=[N:10]2)=[CH:5][CH:4]=1, predict the reactants needed to synthesize it. The reactants are: [CH3:1][O:2][C:3]1[C:12]([O:13][CH3:14])=[C:11]2[C:6]([C:7]([NH:15][C:16]3([CH3:21])[CH2:20][CH2:19][O:18][CH2:17]3)=[N:8][CH:9]=[N:10]2)=[CH:5][CH:4]=1.[H-].[Na+].[CH2:24]1COCC1.